Dataset: Catalyst prediction with 721,799 reactions and 888 catalyst types from USPTO. Task: Predict which catalyst facilitates the given reaction. (1) Reactant: N#N.[C:3]([N:6]1[CH2:11][CH2:10][NH:9][CH2:8][CH2:7]1)(=[O:5])[CH3:4].[CH2:12]1CCN2[C:15](=[N:16]CCC2)[CH2:14][CH2:13]1.BrCCCC#N. Product: [NH2:16][CH2:15][CH2:14][CH2:13][CH2:12][N:9]1[CH2:10][CH2:11][N:6]([C:3](=[O:5])[CH3:4])[CH2:7][CH2:8]1. The catalyst class is: 28. (2) Reactant: [F:1][C:2]1([F:11])[CH2:7][CH2:6][CH:5]([C:8]([NH2:10])=O)[CH2:4][CH2:3]1.[Li+].[BH4-]. Product: [F:1][C:2]1([F:11])[CH2:7][CH2:6][CH:5]([CH2:8][NH2:10])[CH2:4][CH2:3]1. The catalyst class is: 1. (3) Reactant: [C:1]([O:5][C:6]([N:8]1[CH2:13][CH2:12][CH2:11][C@@H:10]([N:14]([CH:44]([CH3:46])[CH3:45])[C:15]([C:17]2[C:18]([C:40]([F:43])([F:42])[F:41])=[CH:19][C:20]3[O:25][C:24]([CH3:31])(C(OCC)=O)[C:23](=[O:32])[N:22]([CH2:33][CH2:34][CH2:35][CH2:36][O:37][CH3:38])[C:21]=3[CH:39]=2)=[O:16])[CH2:9]1)=[O:7])([CH3:4])([CH3:3])[CH3:2].C[Mg]Br.[Cl-].[NH4+]. Product: [OH:5][C:1]([C:24]1([CH3:31])[C:23](=[O:32])[N:22]([CH2:33][CH2:34][CH2:35][CH2:36][O:37][CH3:38])[C:21]2[CH:39]=[C:17]([C:15]([N:14]([CH:44]([CH3:45])[CH3:46])[C@@H:10]3[CH2:11][CH2:12][CH2:13][N:8]([C:6]([O:5][C:1]([CH3:2])([CH3:4])[CH3:3])=[O:7])[CH2:9]3)=[O:16])[C:18]([C:40]([F:43])([F:41])[F:42])=[CH:19][C:20]=2[O:25]1)([CH3:3])[CH3:2]. The catalyst class is: 7.